This data is from Forward reaction prediction with 1.9M reactions from USPTO patents (1976-2016). The task is: Predict the product of the given reaction. The product is: [CH3:1][O:2][CH2:3][CH2:4][NH:5][C:6]([CH2:9][S:10][C:11]1[CH:16]=[CH:15][C:14]([NH:17][C:18]2[C:19](=[O:31])[NH:20][C:21](=[O:30])[C:22]=2[C:23]2[CH:28]=[CH:27][C:26]([Cl:29])=[CH:25][CH:24]=2)=[CH:13][CH:12]=1)=[O:7]. Given the reactants [CH3:1][O:2][CH2:3][CH2:4][NH2:5].[C:6]([CH2:9][S:10][C:11]1[CH:16]=[CH:15][C:14]([NH:17][C:18]2[C:19](=[O:31])[NH:20][C:21](=[O:30])[C:22]=2[C:23]2[CH:28]=[CH:27][C:26]([Cl:29])=[CH:25][CH:24]=2)=[CH:13][CH:12]=1)(O)=[O:7].Cl.CN(C)CCCN=C=NCC.ON1C2C=CC=CC=2N=N1, predict the reaction product.